Dataset: Experimentally validated miRNA-target interactions with 360,000+ pairs, plus equal number of negative samples. Task: Binary Classification. Given a miRNA mature sequence and a target amino acid sequence, predict their likelihood of interaction. The miRNA is hsa-miR-4738-5p with sequence ACCAGCGCGUUUUCAGUUUCAU. The protein sequence of the target gene is MGDWSALGKLLDKVQAYSTAGGKVWLSVLFIFRILLLGTAVESAWGDEQSAFRCNTQQPGCENVCYDKSFPISHVRFWVLQIIFVSVPTLLYLAHVFYVMRKEEKLNKREEELKVVQNDGVNVDMHLKQIESKKFKYGIEEHGKVKMRGGLLRTYIISILFKSVFEVAFLLIQWYIYGFSLSAIYTCERDPCPHRVDCFLSRPTEKTIFIVFMLVVSLVSLALNIIELFYVFFKGVKDRVKGKTDPYSHSGTMSPSKDCGSPKYAYYNGCSSPTAPLSPMSPPGYKLVTGDRNNSSCRNY.... Result: 0 (no interaction).